Dataset: Full USPTO retrosynthesis dataset with 1.9M reactions from patents (1976-2016). Task: Predict the reactants needed to synthesize the given product. (1) Given the product [C:1]1([N:7]2[CH2:8][CH2:9][N:10]([C:13]([C@@H:15]3[C@@H:22]([C:23]([O:25][C:26]([CH3:29])([CH3:28])[CH3:27])=[O:24])[CH2:21][C:18]4([CH2:19][CH2:20]4)[CH2:17][N:16]3[C:23]([O:25][CH3:26])=[O:24])=[O:14])[CH2:11][CH2:12]2)[CH:2]=[CH:3][CH:4]=[CH:5][CH:6]=1, predict the reactants needed to synthesize it. The reactants are: [C:1]1([N:7]2[CH2:12][CH2:11][N:10]([C:13]([C@@H:15]3[C@@H:22]([C:23]([O:25][C:26]([CH3:29])([CH3:28])[CH3:27])=[O:24])[CH2:21][C:18]4([CH2:20][CH2:19]4)[CH2:17][NH:16]3)=[O:14])[CH2:9][CH2:8]2)[CH:6]=[CH:5][CH:4]=[CH:3][CH:2]=1.C(N(C(C)C)CC)(C)C. (2) Given the product [CH3:3][O:4][C:5]1[CH:6]=[CH:7][C:8]2[N:9]([N:11]=[C:12]([C:25]3[CH:30]=[CH:29][CH:28]=[C:27]([C:31]([F:33])([F:34])[F:32])[CH:26]=3)[C:13]=2[CH2:14][C:15]2[N:20]=[C:19]([C:21]([OH:23])=[O:22])[CH:18]=[CH:17][CH:16]=2)[CH:10]=1, predict the reactants needed to synthesize it. The reactants are: [OH-].[K+].[CH3:3][O:4][C:5]1[CH:6]=[CH:7][C:8]2[N:9]([N:11]=[C:12]([C:25]3[CH:30]=[CH:29][CH:28]=[C:27]([C:31]([F:34])([F:33])[F:32])[CH:26]=3)[C:13]=2[CH2:14][C:15]2[N:20]=[C:19]([C:21]([O:23]C)=[O:22])[CH:18]=[CH:17][CH:16]=2)[CH:10]=1.Cl. (3) The reactants are: [C:1]([O:5][C:6]([N:8]1[CH2:15][CH2:14][C:11]2([CH2:13][CH2:12]2)[CH2:10][C@H:9]1[C:16]([O:18]CC1C=CC=CC=1)=[O:17])=[O:7])([CH3:4])([CH3:3])[CH3:2]. Given the product [C:1]([O:5][C:6]([N:8]1[CH2:15][CH2:14][C:11]2([CH2:12][CH2:13]2)[CH2:10][C@H:9]1[C:16]([OH:18])=[O:17])=[O:7])([CH3:4])([CH3:2])[CH3:3], predict the reactants needed to synthesize it.